From a dataset of Reaction yield outcomes from USPTO patents with 853,638 reactions. Predict the reaction yield, written as a fraction of the theoretical maximum amount of product (1.0 means a 100% yield; for example, 0.34 means a 34% yield). (1) The reactants are [Cl:1][C:2]1[CH:9]=[CH:8][CH:7]=[C:6]([Cl:10])[C:3]=1[CH2:4]Cl.[Mg].[Cl:12][C:13]1[N:18]=[C:17](Cl)[CH:16]=[C:15]([Cl:20])[N:14]=1. The catalyst is BrCCBr. The product is [Cl:12][C:13]1[N:14]=[C:15]([Cl:20])[CH:16]=[C:17]([CH2:4][C:3]2[C:2]([Cl:1])=[CH:9][CH:8]=[CH:7][C:6]=2[Cl:10])[N:18]=1. The yield is 0.210. (2) The reactants are [Br:1][C:2]1[CH:9]=[CH:8][C:5]([CH2:6]Br)=[CH:4][CH:3]=1.CN(C)C=O.[CH3:15][S:16]([O-:18])=[O:17].[Na+]. The catalyst is O. The product is [Br:1][C:2]1[CH:9]=[CH:8][C:5]([CH2:6][S:16]([CH3:15])(=[O:18])=[O:17])=[CH:4][CH:3]=1. The yield is 0.950. (3) The reactants are Br[CH2:2][C:3]1[C:11]2[O:10][CH2:9][C:8](=[O:12])[C:7]=2[CH:6]=[CH:5][CH:4]=1.C([O-])(=O)C.[Na+].[C:18]([O:22][C:23]([N:25]1[CH2:30][CH2:29][NH:28][CH2:27][CH2:26]1)=[O:24])([CH3:21])([CH3:20])[CH3:19]. The catalyst is C(Cl)Cl. The product is [O:12]=[C:8]1[C:7]2[CH:6]=[CH:5][CH:4]=[C:3]([CH2:2][N:28]3[CH2:27][CH2:26][N:25]([C:23]([O:22][C:18]([CH3:21])([CH3:20])[CH3:19])=[O:24])[CH2:30][CH2:29]3)[C:11]=2[O:10][CH2:9]1. The yield is 0.460. (4) The yield is 0.510. The catalyst is CN(C=O)C. The product is [CH2:1]([O:3][C:4](=[O:20])[CH2:5][C:6]1[C:14]2[C:9](=[CH:10][CH:11]=[C:12]([CH3:15])[CH:13]=2)[N:8]([C:23](=[O:25])[CH3:24])[C:7]=1[C:16]([F:17])([F:18])[F:19])[CH3:2]. The reactants are [CH2:1]([O:3][C:4](=[O:20])[CH2:5][C:6]1[C:14]2[C:9](=[CH:10][CH:11]=[C:12]([CH3:15])[CH:13]=2)[NH:8][C:7]=1[C:16]([F:19])([F:18])[F:17])[CH3:2].[H-].[Na+].[C:23](Cl)(=[O:25])[CH3:24]. (5) The reactants are [OH-].[Na+].[Cl:3][CH2:4][C:5](Cl)=[O:6].Cl.Cl.[CH3:10][N:11]1[CH:15]=[N:14][C:13]([C:16]2[CH:17]=[CH:18][C:19]([C:22]3[CH2:23][CH2:24][NH:25][CH2:26][CH:27]=3)=[N:20][CH:21]=2)=[N:12]1. The yield is 1.00. The product is [Cl:3][CH2:4][C:5]([N:25]1[CH2:24][CH2:23][C:22]([C:19]2[CH:18]=[CH:17][C:16]([C:13]3[N:14]=[CH:15][N:11]([CH3:10])[N:12]=3)=[CH:21][N:20]=2)=[CH:27][CH2:26]1)=[O:6]. The catalyst is C(Cl)Cl.O. (6) The reactants are [NH:1]1[C:9]2[C:4](=[CH:5][CH:6]=[CH:7][CH:8]=2)[C:3]([CH2:10][CH2:11][CH2:12][NH:13][CH:14]2[CH2:23][CH2:22][C:21]3[C:16](=[C:17]([O:24][CH3:25])[CH:18]=[CH:19][CH:20]=3)[CH2:15]2)=[CH:2]1.[CH:26](=O)[CH2:27][CH3:28].C(O)(=O)C.C([BH3-])#N.[Na+]. The product is [NH:1]1[C:9]2[C:4](=[CH:5][CH:6]=[CH:7][CH:8]=2)[C:3]([CH2:10][CH2:11][CH2:12][N:13]([CH2:26][CH2:27][CH3:28])[CH:14]2[CH2:23][CH2:22][C:21]3[C:16](=[C:17]([O:24][CH3:25])[CH:18]=[CH:19][CH:20]=3)[CH2:15]2)=[CH:2]1. The catalyst is CO.C(Cl)Cl.CO. The yield is 0.880.